Dataset: Full USPTO retrosynthesis dataset with 1.9M reactions from patents (1976-2016). Task: Predict the reactants needed to synthesize the given product. (1) Given the product [CH3:1][O:2][C:3]1[C:4]([CH2:9][N:24]2[CH2:25][CH2:26][CH:21]([CH2:20][C:19]([C:14]3[CH:15]=[CH:16][CH:17]=[CH:18][C:13]=3[F:12])=[O:27])[CH2:22][CH2:23]2)=[N:5][CH:6]=[CH:7][N:8]=1, predict the reactants needed to synthesize it. The reactants are: [CH3:1][O:2][C:3]1[C:4]([CH:9]=O)=[N:5][CH:6]=[CH:7][N:8]=1.Cl.[F:12][C:13]1[CH:18]=[CH:17][CH:16]=[CH:15][C:14]=1[C:19](=[O:27])[CH2:20][CH:21]1[CH2:26][CH2:25][NH:24][CH2:23][CH2:22]1.C(O[BH-](OC(=O)C)OC(=O)C)(=O)C.[Na+].C(=O)([O-])[O-].[Na+].[Na+]. (2) Given the product [F:28][C:11]1[CH:12]=[C:13]2[C:8](=[CH:9][CH:10]=1)[CH:7]=[C:6]([CH2:5][C:4]([OH:29])=[O:3])[CH:15]=[C:14]2[C:16](=[O:27])[C:17]1[CH:22]=[CH:21][C:20]([S:23]([CH3:26])(=[O:24])=[O:25])=[CH:19][CH:18]=1, predict the reactants needed to synthesize it. The reactants are: C([O:3][C:4](=[O:29])[CH2:5][C:6]1[CH:15]=[C:14]([C:16](=[O:27])[C:17]2[CH:22]=[CH:21][C:20]([S:23]([CH3:26])(=[O:25])=[O:24])=[CH:19][CH:18]=2)[C:13]2[C:8](=[CH:9][CH:10]=[C:11]([F:28])[CH:12]=2)[CH:7]=1)C.O.[OH-].[Li+]. (3) Given the product [C:1]1([S:7]([CH2:10][CH:11]=[CH2:12])(=[O:9])=[O:8])[CH:6]=[CH:5][CH:4]=[CH:3][CH:2]=1, predict the reactants needed to synthesize it. The reactants are: [C:1]1([S:7]([CH:10]=[CH:11][CH3:12])(=[O:9])=[O:8])[CH:6]=[CH:5][CH:4]=[CH:3][CH:2]=1.C1(CC(Cl)CS(CC(Cl)CC2C=CC=CC=2)(=O)=O)C=CC=CC=1.C(N(CC)CC)C. (4) Given the product [F:32][C:24]1[CH:23]=[C:22]2[C:27]([CH:4]=[C:5]([NH2:13])[N:6]=[CH:21]2)=[C:26]([C:28]([F:29])([F:30])[F:31])[CH:25]=1, predict the reactants needed to synthesize it. The reactants are: FC1C=CC(C)=C2C=1[CH:4]=[C:5]([NH2:13])[N:6]=C2.C(OCC(COCC)C(=N)C(=N)[CH2:21][C:22]1[CH:27]=[C:26]([C:28]([F:31])([F:30])[F:29])[CH:25]=[C:24]([F:32])[CH:23]=1)C. (5) Given the product [CH3:1][O:2][C:3]1[CH:4]=[C:5]([NH:9][C:10]2[NH:14][C:13]3[CH:15]=[CH:16][C:17]([CH2:19][OH:20])=[CH:18][C:12]=3[N:11]=2)[CH:6]=[CH:7][CH:8]=1, predict the reactants needed to synthesize it. The reactants are: [CH3:1][O:2][C:3]1[CH:4]=[C:5]([NH:9][C:10]2[NH:14][C:13]3[CH:15]=[CH:16][C:17]([C:19](OC)=[O:20])=[CH:18][C:12]=3[N:11]=2)[CH:6]=[CH:7][CH:8]=1.[H-].[Al+3].[Li+].[H-].[H-].[H-].CN1CCC(=C2C3C(=CC=CC=3)C=CC3C2=CC=CC=3)CC1.[Cl-].[NH4+]. (6) Given the product [C:1]([N:4]([C:12]1[N:13]=[C:14]2[CH:19]=[CH:18][C:17]([B:22]3[O:26][C:25]([CH3:28])([CH3:27])[C:24]([CH3:30])([CH3:29])[O:23]3)=[CH:16][N:15]2[CH:21]=1)[C:5](=[O:11])[O:6][C:7]([CH3:10])([CH3:9])[CH3:8])(=[O:3])[CH3:2], predict the reactants needed to synthesize it. The reactants are: [C:1]([N:4]([C:12]1[N:13]=[C:14]2[CH:19]=[CH:18][C:17](I)=[CH:16][N:15]2[CH:21]=1)[C:5](=[O:11])[O:6][C:7]([CH3:10])([CH3:9])[CH3:8])(=[O:3])[CH3:2].[B:22]1([B:22]2[O:26][C:25]([CH3:28])([CH3:27])[C:24]([CH3:30])([CH3:29])[O:23]2)[O:26][C:25]([CH3:28])([CH3:27])[C:24]([CH3:30])([CH3:29])[O:23]1.C([O-])(=O)C.[K+].C1(P(C2CCCCC2)C2CCCCC2)CCCCC1. (7) Given the product [O:1]([CH2:2][CH2:3][CH2:4][C:5]1[O:9][N:8]=[C:7]([C:10]([OH:12])=[O:11])[CH:6]=1)[C:15]1[CH:20]=[CH:19][CH:18]=[CH:17][CH:16]=1, predict the reactants needed to synthesize it. The reactants are: [OH:1][CH2:2][CH2:3][CH2:4][C:5]1[O:9][N:8]=[C:7]([C:10]([O:12]CC)=[O:11])[CH:6]=1.[C:15]1(P([C:15]2[CH:20]=[CH:19][CH:18]=[CH:17][CH:16]=2)[C:15]2[CH:20]=[CH:19][CH:18]=[CH:17][CH:16]=2)[CH:20]=[CH:19][CH:18]=[CH:17][CH:16]=1.C1(O)C=CC=CC=1.N(C(OCC)=O)=NC(OCC)=O.[OH-].[K+]. (8) Given the product [CH:1]([NH:4][C:5]1[N:6]=[N:7][C:8]([C:11]#[C:12][C:14]2[CH:15]=[C:16]([CH:36]=[CH:37][C:38]=2[CH3:39])[C:17]([NH:19][C:20]2[CH:25]=[C:24]([C:26]([F:28])([F:27])[F:29])[CH:23]=[C:22]([N:30]3[CH:34]=[C:33]([CH3:35])[N:32]=[CH:31]3)[CH:21]=2)=[O:18])=[CH:9][CH:10]=1)([CH3:3])[CH3:2], predict the reactants needed to synthesize it. The reactants are: [CH:1]([NH:4][C:5]1[N:6]=[N:7][C:8]([C:11]#[CH:12])=[CH:9][CH:10]=1)([CH3:3])[CH3:2].I[C:14]1[CH:15]=[C:16]([CH:36]=[CH:37][C:38]=1[CH3:39])[C:17]([NH:19][C:20]1[CH:25]=[C:24]([C:26]([F:29])([F:28])[F:27])[CH:23]=[C:22]([N:30]2[CH:34]=[C:33]([CH3:35])[N:32]=[CH:31]2)[CH:21]=1)=[O:18]. (9) The reactants are: [C:1]([Br:5])(Br)(Br)[Br:2].C1(P(C2C=CC=CC=2)C2C=CC=CC=2)C=CC=CC=1.[CH2:25]([O:27][C:28]1[CH:29]=[C:30]([CH:33]=[C:34]([O:36][CH2:37][CH3:38])[CH:35]=1)[CH:31]=O)[CH3:26]. Given the product [Br:2][C:1]([Br:5])=[CH:31][C:30]1[CH:33]=[C:34]([O:36][CH2:37][CH3:38])[CH:35]=[C:28]([O:27][CH2:25][CH3:26])[CH:29]=1, predict the reactants needed to synthesize it. (10) The reactants are: [Cl:1][C:2]1[CH:11]=[CH:10][C:9]([Cl:12])=[C:8]2[C:3]=1[CH2:4][CH2:5][NH:6][C:7]2=[O:13].[Br:14]N1C(=O)CCC1=O. Given the product [Br:14][C:10]1[C:9]([Cl:12])=[C:8]2[C:3]([CH2:4][CH2:5][NH:6][C:7]2=[O:13])=[C:2]([Cl:1])[CH:11]=1, predict the reactants needed to synthesize it.